Task: Predict which catalyst facilitates the given reaction.. Dataset: Catalyst prediction with 721,799 reactions and 888 catalyst types from USPTO (1) Reactant: [NH2:1][C:2]1[CH:3]=[C:4]([CH:7]=[CH:8][CH:9]=1)[C:5]#[N:6].[CH3:10][O:11][C:12](=[O:24])[C:13]1[CH:18]=[CH:17][CH:16]=[C:15]([O:19][CH2:20][C:21](O)=[O:22])[CH:14]=1.P(Cl)(Cl)(Cl)=O.CO. Product: [CH3:10][O:11][C:12](=[O:24])[C:13]1[CH:18]=[CH:17][CH:16]=[C:15]([O:19][CH2:20][C:21](=[O:22])[NH:1][C:2]2[CH:9]=[CH:8][CH:7]=[C:4]([C:5]#[N:6])[CH:3]=2)[CH:14]=1. The catalyst class is: 228. (2) Reactant: [NH2:1][C:2]1[CH:7]=[CH:6][CH:5]=[CH:4][C:3]=1[C:8]1[CH:13]=[CH:12][CH:11]=[CH:10][CH:9]=1.[C:14](O[C:14](=[O:18])[C:15]([CH3:17])=[CH2:16])(=[O:18])[C:15]([CH3:17])=[CH2:16]. Product: [CH3:17][C:15](=[CH2:16])[C:14]([NH:1][C:2]1[CH:7]=[CH:6][CH:5]=[CH:4][C:3]=1[C:8]1[CH:9]=[CH:10][CH:11]=[CH:12][CH:13]=1)=[O:18]. The catalyst class is: 143. (3) Reactant: Cl[C:2]1[N:10]=[C:9]2[C:5]([N:6]=[CH:7][N:8]2[C@H:11]2[C@@H:15]3[O:16][C:17]([CH3:20])([CH3:19])[O:18][C@@H:14]3[C@@H:13]([NH:21][C:22](=[O:25])[CH2:23][CH3:24])[CH2:12]2)=[C:4]([NH:26][CH2:27][CH:28]([C:35]2[CH:40]=[CH:39][CH:38]=[CH:37][CH:36]=2)[C:29]2[CH:34]=[CH:33][CH:32]=[CH:31][CH:30]=2)[N:3]=1.[H-].[Na+].[Cl:43][C:44]1[CH:49]=[CH:48][C:47]([CH2:50][CH2:51][OH:52])=[CH:46][CH:45]=1. Product: [Cl:43][C:44]1[CH:49]=[CH:48][C:47]([CH2:50][CH2:51][O:52][C:2]2[N:10]=[C:9]3[C:5]([N:6]=[CH:7][N:8]3[C@H:11]3[C@@H:15]4[O:16][C:17]([CH3:20])([CH3:19])[O:18][C@@H:14]4[C@@H:13]([NH:21][C:22](=[O:25])[CH2:23][CH3:24])[CH2:12]3)=[C:4]([NH:26][CH2:27][CH:28]([C:29]3[CH:34]=[CH:33][CH:32]=[CH:31][CH:30]=3)[C:35]3[CH:36]=[CH:37][CH:38]=[CH:39][CH:40]=3)[N:3]=2)=[CH:46][CH:45]=1. The catalyst class is: 1.